From a dataset of Retrosynthesis with 50K atom-mapped reactions and 10 reaction types from USPTO. Predict the reactants needed to synthesize the given product. (1) Given the product CC(C)(C)OC(=O)NCC1CN(c2ccc(C(F)(F)F)cc2)CCO1, predict the reactants needed to synthesize it. The reactants are: CC(C)(C)OC(=O)NCC1CNCCO1.FC(F)(F)c1ccc(Br)cc1. (2) The reactants are: NC1CCN(Cc2ccccc2)CC1.O=C1CCOCC1. Given the product c1ccc(CN2CCC(NC3CCOCC3)CC2)cc1, predict the reactants needed to synthesize it. (3) Given the product COc1cc2oc(=O)c(C)c(C)c2cc1OCCCN1CCN(Cc2ccc(Cl)cc2)CC1, predict the reactants needed to synthesize it. The reactants are: COc1cc2oc(=O)c(C)c(C)c2cc1O.ClCCCN1CCN(Cc2ccc(Cl)cc2)CC1.